From a dataset of NCI-60 drug combinations with 297,098 pairs across 59 cell lines. Regression. Given two drug SMILES strings and cell line genomic features, predict the synergy score measuring deviation from expected non-interaction effect. (1) Drug 1: CC1=C(C=C(C=C1)C(=O)NC2=CC(=CC(=C2)C(F)(F)F)N3C=C(N=C3)C)NC4=NC=CC(=N4)C5=CN=CC=C5. Drug 2: CC1=C(C(=CC=C1)Cl)NC(=O)C2=CN=C(S2)NC3=CC(=NC(=N3)C)N4CCN(CC4)CCO. Cell line: SF-295. Synergy scores: CSS=5.96, Synergy_ZIP=0.951, Synergy_Bliss=2.23, Synergy_Loewe=-0.601, Synergy_HSA=1.55. (2) Drug 1: C1=CC(=C2C(=C1NCCNCCO)C(=O)C3=C(C=CC(=C3C2=O)O)O)NCCNCCO. Drug 2: CC1CCC2CC(C(=CC=CC=CC(CC(C(=O)C(C(C(=CC(C(=O)CC(OC(=O)C3CCCCN3C(=O)C(=O)C1(O2)O)C(C)CC4CCC(C(C4)OC)OCCO)C)C)O)OC)C)C)C)OC. Cell line: ACHN. Synergy scores: CSS=59.7, Synergy_ZIP=3.08, Synergy_Bliss=2.53, Synergy_Loewe=5.54, Synergy_HSA=9.01. (3) Drug 1: CC1C(C(=O)NC(C(=O)N2CCCC2C(=O)N(CC(=O)N(C(C(=O)O1)C(C)C)C)C)C(C)C)NC(=O)C3=C4C(=C(C=C3)C)OC5=C(C(=O)C(=C(C5=N4)C(=O)NC6C(OC(=O)C(N(C(=O)CN(C(=O)C7CCCN7C(=O)C(NC6=O)C(C)C)C)C)C(C)C)C)N)C. Drug 2: C1C(C(OC1N2C=NC(=NC2=O)N)CO)O. Cell line: NCI-H226. Synergy scores: CSS=6.80, Synergy_ZIP=-9.02, Synergy_Bliss=-9.03, Synergy_Loewe=-14.2, Synergy_HSA=-7.55. (4) Drug 1: CC1=CC2C(CCC3(C2CCC3(C(=O)C)OC(=O)C)C)C4(C1=CC(=O)CC4)C. Drug 2: C1=NC2=C(N=C(N=C2N1C3C(C(C(O3)CO)O)O)F)N. Cell line: EKVX. Synergy scores: CSS=1.43, Synergy_ZIP=-1.11, Synergy_Bliss=-3.50, Synergy_Loewe=-6.90, Synergy_HSA=-6.31. (5) Drug 1: CNC(=O)C1=CC=CC=C1SC2=CC3=C(C=C2)C(=NN3)C=CC4=CC=CC=N4. Drug 2: CC(CN1CC(=O)NC(=O)C1)N2CC(=O)NC(=O)C2. Cell line: OVCAR-5. Synergy scores: CSS=21.8, Synergy_ZIP=-1.49, Synergy_Bliss=2.95, Synergy_Loewe=1.69, Synergy_HSA=1.67. (6) Drug 1: CCCCCOC(=O)NC1=NC(=O)N(C=C1F)C2C(C(C(O2)C)O)O. Drug 2: CCN(CC)CCNC(=O)C1=C(NC(=C1C)C=C2C3=C(C=CC(=C3)F)NC2=O)C. Cell line: RPMI-8226. Synergy scores: CSS=16.7, Synergy_ZIP=-1.76, Synergy_Bliss=2.69, Synergy_Loewe=3.68, Synergy_HSA=3.86. (7) Drug 1: CN1C(=O)N2C=NC(=C2N=N1)C(=O)N. Drug 2: CC1C(C(CC(O1)OC2CC(OC(C2O)C)OC3=CC4=CC5=C(C(=O)C(C(C5)C(C(=O)C(C(C)O)O)OC)OC6CC(C(C(O6)C)O)OC7CC(C(C(O7)C)O)OC8CC(C(C(O8)C)O)(C)O)C(=C4C(=C3C)O)O)O)O. Cell line: NCI-H226. Synergy scores: CSS=0.875, Synergy_ZIP=1.58, Synergy_Bliss=0.495, Synergy_Loewe=-46.9, Synergy_HSA=-2.24.